Dataset: Forward reaction prediction with 1.9M reactions from USPTO patents (1976-2016). Task: Predict the product of the given reaction. (1) Given the reactants [CH2:1]([N:4]1[C:12]2[C:7](=[N:8][C:9](I)=[C:10]([Cl:13])[CH:11]=2)[N:6]=[C:5]1[O:15][C@@H:16]1[CH2:20][O:19][C@@H:18]2[C@H:21]([O:24][Si:25]([C:28]([CH3:31])([CH3:30])[CH3:29])([CH3:27])[CH3:26])[CH2:22][O:23][C@H:17]12)[CH:2]=[CH2:3].CC1(C)C(C)(C)OB([C:40]2[CH:45]=[CH:44][C:43]([N:46]3[CH2:50][CH2:49][CH2:48][CH2:47]3)=[CH:42][CH:41]=2)O1.P([O-])([O-])([O-])=O.[K+].[K+].[K+], predict the reaction product. The product is: [CH2:1]([N:4]1[C:12]2[C:7](=[N:8][C:9]([C:40]3[CH:41]=[CH:42][C:43]([N:46]4[CH2:47][CH2:48][CH2:49][CH2:50]4)=[CH:44][CH:45]=3)=[C:10]([Cl:13])[CH:11]=2)[N:6]=[C:5]1[O:15][C@@H:16]1[CH2:20][O:19][C@@H:18]2[C@H:21]([O:24][Si:25]([C:28]([CH3:31])([CH3:30])[CH3:29])([CH3:27])[CH3:26])[CH2:22][O:23][C@H:17]12)[CH:2]=[CH2:3]. (2) The product is: [CH:16]1([C:21]2[CH:22]=[C:23]([NH:26][C:2]3[CH:7]=[CH:6][N:5]=[C:4]([NH:8][CH2:9][C:10]4[O:14][N:13]=[C:12]([CH3:15])[CH:11]=4)[N:3]=3)[NH:24][N:25]=2)[CH2:17][CH2:18][CH2:19][CH2:20]1. Given the reactants Cl[C:2]1[CH:7]=[CH:6][N:5]=[C:4]([NH:8][CH2:9][C:10]2[O:14][N:13]=[C:12]([CH3:15])[CH:11]=2)[N:3]=1.[CH:16]1([C:21]2[CH:22]=[C:23]([NH2:26])[NH:24][N:25]=2)[CH2:20][CH2:19][CH2:18][CH2:17]1, predict the reaction product. (3) Given the reactants C(N1C=CN=C1)(N1C=CN=C1)=O.[CH2:13]([O:20][N:21]1[C:27](=[O:28])[N:26]2[CH2:29][C@H:22]1[CH2:23][CH2:24][C@H:25]2[C:30]([OH:32])=O)[C:14]1[CH:19]=[CH:18][CH:17]=[CH:16][CH:15]=1.[CH:33]([NH:35][NH2:36])=[O:34], predict the reaction product. The product is: [CH2:13]([O:20][N:21]1[C:27](=[O:28])[N:26]2[CH2:29][C@H:22]1[CH2:23][CH2:24][C@H:25]2[C:30]([NH:36][NH:35][CH:33]=[O:34])=[O:32])[C:14]1[CH:15]=[CH:16][CH:17]=[CH:18][CH:19]=1. (4) Given the reactants [NH2:1][C:2]1[N:7]=[C:6]([C:8]2[CH:16]=[C:15]3[C:11]([C:12]([NH2:17])=[N:13][NH:14]3)=[CH:10][CH:9]=2)[CH:5]=[C:4](SC)[N:3]=1.OO.CSC.C(N(CC)CC)C.[CH3:32][CH:33]1[CH2:37][CH2:36][CH2:35][NH:34]1, predict the reaction product. The product is: [NH2:1][C:2]1[N:7]=[C:6]([C:8]2[CH:16]=[C:15]3[C:11]([C:12]([NH2:17])=[N:13][NH:14]3)=[CH:10][CH:9]=2)[CH:5]=[C:4]([N:34]2[CH2:35][CH2:36][CH2:37][CH:33]2[CH3:32])[N:3]=1. (5) Given the reactants Br[C:2]1[CH:3]=[C:4]2[C:9](=[CH:10][C:11]=1[O:12][CH2:13][CH3:14])[N:8]=[CH:7][C:6]([C:15]([NH2:17])=[O:16])=[C:5]2[NH:18][C:19]1[CH:24]=[CH:23][C:22]([F:25])=[CH:21][C:20]=1[F:26].CC1(C)C(C)(C)OB([C:35]2[CH2:36][CH2:37][N:38]([C:41]([O:43][C:44]([CH3:47])([CH3:46])[CH3:45])=[O:42])[CH2:39][CH:40]=2)O1.C(=O)([O-])[O-].[K+].[K+], predict the reaction product. The product is: [NH2:17][C:15]([C:6]1[CH:7]=[N:8][C:9]2[C:4]([C:5]=1[NH:18][C:19]1[CH:24]=[CH:23][C:22]([F:25])=[CH:21][C:20]=1[F:26])=[CH:3][C:2]([C:35]1[CH2:40][CH2:39][N:38]([C:41]([O:43][C:44]([CH3:47])([CH3:46])[CH3:45])=[O:42])[CH2:37][CH:36]=1)=[C:11]([O:12][CH2:13][CH3:14])[CH:10]=2)=[O:16]. (6) Given the reactants [CH2:1]([O:3][C:4](=[O:15])[C:5]([C:7]1[CH:12]=[CH:11][C:10]([Cl:13])=[C:9]([Cl:14])[CH:8]=1)=O)[CH3:2].[CH:16]1([O:21][NH2:22])[CH2:20][CH2:19][CH2:18][CH2:17]1, predict the reaction product. The product is: [CH2:1]([O:3][C:4](=[O:15])/[C:5](=[N:22]/[O:21][CH:16]1[CH2:20][CH2:19][CH2:18][CH2:17]1)/[C:7]1[CH:12]=[CH:11][C:10]([Cl:13])=[C:9]([Cl:14])[CH:8]=1)[CH3:2]. (7) Given the reactants [CH3:1][C:2]1[C:3]([C:22]2[CH:27]=[CH:26][CH:25]=[CH:24][CH:23]=2)=[C:4]([O:14][C:15]2[CH:21]=[CH:20][C:18]([NH2:19])=[CH:17][CH:16]=2)[C:5]2[C:10]([CH:11]=1)=[CH:9][C:8]([O:12][CH3:13])=[CH:7][CH:6]=2.CCN(CC)CC.[F:35][C:36]([F:43])([F:42])[CH2:37][S:38](Cl)(=[O:40])=[O:39], predict the reaction product. The product is: [F:35][C:36]([F:43])([F:42])[CH2:37][S:38]([NH:19][C:18]1[CH:20]=[CH:21][C:15]([O:14][C:4]2[C:5]3[C:10](=[CH:9][C:8]([O:12][CH3:13])=[CH:7][CH:6]=3)[CH:11]=[C:2]([CH3:1])[C:3]=2[C:22]2[CH:27]=[CH:26][CH:25]=[CH:24][CH:23]=2)=[CH:16][CH:17]=1)(=[O:40])=[O:39].